From a dataset of Forward reaction prediction with 1.9M reactions from USPTO patents (1976-2016). Predict the product of the given reaction. (1) Given the reactants [C:1]([O:5][C:6](=[O:25])[NH:7][C:8]1[CH:13]=[CH:12][CH:11]=[C:10]([O:14][C:15]2[CH:16]=[CH:17][C:18]3[N:19]([N:21]=[C:22]([NH2:24])[N:23]=3)[CH:20]=2)[CH:9]=1)([CH3:4])([CH3:3])[CH3:2].[CH:26]1([C:29](Cl)=[O:30])[CH2:28][CH2:27]1, predict the reaction product. The product is: [C:1]([O:5][C:6](=[O:25])[NH:7][C:8]1[CH:13]=[CH:12][CH:11]=[C:10]([O:14][C:15]2[CH:16]=[CH:17][C:18]3[N:19]([N:21]=[C:22]([NH:24][C:29]([CH:26]4[CH2:28][CH2:27]4)=[O:30])[N:23]=3)[CH:20]=2)[CH:9]=1)([CH3:4])([CH3:2])[CH3:3]. (2) Given the reactants Cl[C:2]1[CH:7]=[C:6]([O:8][C:9]2[CH:10]=[CH:11][C:12]([N:16]3[C:20](=[O:21])[NH:19][C:18]([C:22]([CH3:27])([CH3:26])[CH2:23][O:24][CH3:25])=[N:17]3)=[N:13][C:14]=2[CH3:15])[CH:5]=[CH:4][N:3]=1.[CH3:28][N:29]1[CH:33]=[C:32](B2OC(C)(C)C(C)(C)O2)[CH:31]=[N:30]1.C([O-])([O-])=O.[K+].[K+].O1CCOCC1, predict the reaction product. The product is: [CH3:25][O:24][CH2:23][C:22]([C:18]1[NH:19][C:20](=[O:21])[N:16]([C:12]2[CH:11]=[CH:10][C:9]([O:8][C:6]3[CH:5]=[CH:4][N:3]=[C:2]([C:32]4[CH:31]=[N:30][N:29]([CH3:28])[CH:33]=4)[CH:7]=3)=[C:14]([CH3:15])[N:13]=2)[N:17]=1)([CH3:27])[CH3:26]. (3) Given the reactants [C:1]([O:5][C:6]([N:8]1[CH2:12][CH2:11][CH:10]([O:13][C:14]2[CH:19]=[CH:18][C:17]([Cl:20])=[CH:16][C:15]=2C=O)[CH2:9]1)=[O:7])([CH3:4])([CH3:3])[CH3:2].C1C=C(Cl)C=C(C(OO)=[O:31])C=1, predict the reaction product. The product is: [C:1]([O:5][C:6]([N:8]1[CH2:12][CH2:11][CH:10]([O:13][C:14]2[CH:19]=[CH:18][C:17]([Cl:20])=[CH:16][C:15]=2[OH:31])[CH2:9]1)=[O:7])([CH3:4])([CH3:3])[CH3:2]. (4) Given the reactants [CH:1]1([N:6]2[C:14]3[CH:13]=[CH:12][N:11]=[C:10]([O:15]C)[C:9]=3[C:8]([C:17]3[CH:18]=[C:19]([CH2:23][C:24]#[N:25])[CH:20]=[CH:21][CH:22]=3)=[N:7]2)[CH2:5][CH2:4][CH2:3][CH2:2]1.[I-].[Na+].Cl[Si](C)(C)C.O, predict the reaction product. The product is: [CH:1]1([N:6]2[C:14]3[CH:13]=[CH:12][NH:11][C:10](=[O:15])[C:9]=3[C:8]([C:17]3[CH:18]=[C:19]([CH2:23][C:24]#[N:25])[CH:20]=[CH:21][CH:22]=3)=[N:7]2)[CH2:5][CH2:4][CH2:3][CH2:2]1. (5) Given the reactants CS(O[CH2:6][CH2:7][CH2:8][O:9][C:10]1[C:15]([CH3:16])=[CH:14][C:13]([C:17]2[N:21]=[C:20]([C:22]3[CH:27]=[C:26]([O:28][CH3:29])[N:25]=[C:24]([CH:30]4[CH2:34][CH2:33][CH2:32][CH2:31]4)[CH:23]=3)[O:19][N:18]=2)=[CH:12][C:11]=1[CH2:35][CH3:36])(=O)=O.Cl.C([O:40][C:41](=[O:44])[CH2:42][NH2:43])C, predict the reaction product. The product is: [CH:30]1([C:24]2[CH:23]=[C:22]([C:20]3[O:19][N:18]=[C:17]([C:13]4[CH:14]=[C:15]([CH3:16])[C:10]([O:9][CH2:8][CH2:7][CH2:6][NH:43][CH2:42][C:41]([OH:40])=[O:44])=[C:11]([CH2:35][CH3:36])[CH:12]=4)[N:21]=3)[CH:27]=[C:26]([O:28][CH3:29])[N:25]=2)[CH2:31][CH2:32][CH2:33][CH2:34]1. (6) Given the reactants [N:1]([CH2:4][C@@H:5]1[O:9][C:8]2[C:10]3[C@@H:11]4[CH2:20][C@H:14]([C:15]=3[C:16]([O:18][CH3:19])=[CH:17][C:7]=2[CH2:6]1)[CH2:13][CH2:12]4)=[N+]=[N-], predict the reaction product. The product is: [CH3:19][O:18][C:16]1[CH:17]=[C:7]2[C:8](=[C:10]3[C:15]=1[CH:14]1[CH2:20][CH:11]3[CH2:12][CH2:13]1)[O:9][CH:5]([CH2:4][NH2:1])[CH2:6]2. (7) The product is: [CH3:8][CH2:9][CH2:11][CH2:12][CH2:13][CH2:14][CH2:5][CH2:3][CH3:7]. Given the reactants OC[C:3]([CH3:7])([CH2:5]O)C.[CH3:8][C:9]([CH3:11])=O.[CH3:12][CH:13](O)[CH3:14], predict the reaction product. (8) Given the reactants [C:1]([NH:9][C:10]1[CH:11]=[C:12]([CH:17]2[C:26]([CH3:28])([CH3:27])[CH2:25][C:24]3[C:19](=[CH:20][CH:21]=[C:22]([C:29]([O:31]C)=[O:30])[CH:23]=3)[NH:18]2)[CH:13]=[CH:14][C:15]=1[F:16])(=[O:8])[C:2]1[CH:7]=[CH:6][CH:5]=[CH:4][CH:3]=1.[OH-].[Na+], predict the reaction product. The product is: [C:1]([NH:9][C:10]1[CH:11]=[C:12]([CH:17]2[C:26]([CH3:28])([CH3:27])[CH2:25][C:24]3[C:19](=[CH:20][CH:21]=[C:22]([C:29]([OH:31])=[O:30])[CH:23]=3)[NH:18]2)[CH:13]=[CH:14][C:15]=1[F:16])(=[O:8])[C:2]1[CH:7]=[CH:6][CH:5]=[CH:4][CH:3]=1.